This data is from Full USPTO retrosynthesis dataset with 1.9M reactions from patents (1976-2016). The task is: Predict the reactants needed to synthesize the given product. Given the product [CH:1]1([CH2:6][CH:7]([C:18]2[NH:30][C:21]3=[N:22][CH:23]=[C:24]([CH2:26][C:27]([N:33]([CH3:34])[CH3:32])=[O:29])[CH:25]=[C:20]3[CH:19]=2)[C:8]2[CH:9]=[CH:10][C:11]([S:14]([CH3:17])(=[O:15])=[O:16])=[CH:12][CH:13]=2)[CH2:5][CH2:4][CH2:3][CH2:2]1, predict the reactants needed to synthesize it. The reactants are: [CH:1]1([CH2:6][CH:7]([C:18]2[NH:30][C:21]3=[N:22][CH:23]=[C:24]([CH2:26][C:27]([OH:29])=O)[CH:25]=[C:20]3[CH:19]=2)[C:8]2[CH:13]=[CH:12][C:11]([S:14]([CH3:17])(=[O:16])=[O:15])=[CH:10][CH:9]=2)[CH2:5][CH2:4][CH2:3][CH2:2]1.Cl.[CH3:32][NH:33][CH3:34].CN1CCOCC1.O.ON1C2C=CC=CC=2N=N1.Cl.CN(C)CCCN=C=NCC.